The task is: Predict the product of the given reaction.. This data is from Forward reaction prediction with 1.9M reactions from USPTO patents (1976-2016). Given the reactants [F:1][C:2]([F:32])([F:31])[C:3]1[CH:8]=[CH:7][C:6]([C@@H:9]2[C:18]3[C:13](=[CH:14][CH:15]=[CH:16][CH:17]=3)[CH2:12][CH2:11][N:10]2[C:19](OC2C=CC([N+]([O-])=O)=CC=2)=[O:20])=[CH:5][CH:4]=1.[CH3:33][O:34][CH2:35][CH2:36][NH2:37], predict the reaction product. The product is: [CH3:33][O:34][CH2:35][CH2:36][NH:37][C:19]([N:10]1[CH2:11][CH2:12][C:13]2[C:18](=[CH:17][CH:16]=[CH:15][CH:14]=2)[C@H:9]1[C:6]1[CH:5]=[CH:4][C:3]([C:2]([F:31])([F:32])[F:1])=[CH:8][CH:7]=1)=[O:20].